Dataset: NCI-60 drug combinations with 297,098 pairs across 59 cell lines. Task: Regression. Given two drug SMILES strings and cell line genomic features, predict the synergy score measuring deviation from expected non-interaction effect. Drug 1: C1=CC=C(C(=C1)C(C2=CC=C(C=C2)Cl)C(Cl)Cl)Cl. Drug 2: C(CCl)NC(=O)N(CCCl)N=O. Cell line: HCT116. Synergy scores: CSS=14.5, Synergy_ZIP=4.49, Synergy_Bliss=5.48, Synergy_Loewe=6.68, Synergy_HSA=8.87.